Dataset: Full USPTO retrosynthesis dataset with 1.9M reactions from patents (1976-2016). Task: Predict the reactants needed to synthesize the given product. (1) The reactants are: [CH2:1]([N:3]1[CH:7]=[C:6]([C:8]2[CH:9]=[C:10]([CH:23]=[CH:24][CH:25]=2)[CH2:11][CH2:12][O:13][CH2:14][CH2:15][C:16]([O:18]C(C)(C)C)=[O:17])[N:5]=[N:4]1)[CH3:2].C(O)(C(F)(F)F)=O. Given the product [CH2:1]([N:3]1[CH:7]=[C:6]([C:8]2[CH:9]=[C:10]([CH:23]=[CH:24][CH:25]=2)[CH2:11][CH2:12][O:13][CH2:14][CH2:15][C:16]([OH:18])=[O:17])[N:5]=[N:4]1)[CH3:2], predict the reactants needed to synthesize it. (2) The reactants are: C(Cl)CCl.C(N(CC)CC)C.NCC1C=CC=CN=1.N1C=CC=C(C[CH2:27][NH:28][C:29]([C:31]2[NH:51][N:50]=[C:49]3[C:32]=2[CH2:33][CH:34]2[CH:47]4[CH:38]([C:39]5[CH:40]=[CH:41][C:42]([OH:48])=[CH:43][C:44]=5[CH2:45][CH2:46]4)[CH2:37][CH2:36][C:35]23[CH3:52])=[O:30])C=1. Given the product [CH3:27][NH:28][C:29]([C:31]1[NH:51][N:50]=[C:49]2[C:32]=1[CH2:33][CH:34]1[CH:47]3[CH:38]([C:39]4[CH:40]=[CH:41][C:42]([OH:48])=[CH:43][C:44]=4[CH2:45][CH2:46]3)[CH2:37][CH2:36][C:35]12[CH3:52])=[O:30], predict the reactants needed to synthesize it. (3) The reactants are: [NH2:1][C:2]1[CH:6]=[C:5]([S:7][CH3:8])[S:4][C:3]=1[C:9]([O:11]CC)=O.[CH:14]([NH2:16])=O. Given the product [CH3:8][S:7][C:5]1[S:4][C:3]2[C:9](=[O:11])[NH:16][CH:14]=[N:1][C:2]=2[CH:6]=1, predict the reactants needed to synthesize it. (4) Given the product [NH4+:9].[OH-:23].[F:1][C:2]1[CH:7]=[CH:6][CH:5]=[C:4]([F:8])[C:3]=1[N:9]1[C:14]2[N:15]=[C:16]([NH:42][CH:39]3[CH2:40][CH2:41][N:36]([CH3:35])[CH2:37][CH2:38]3)[N:17]=[C:18]([C:19]3[CH:20]=[C:21]([CH:26]=[CH:27][C:28]=3[CH3:29])[C:22]([NH:24][CH3:25])=[O:23])[C:13]=2[CH2:12][NH:11][C:10]1=[O:34], predict the reactants needed to synthesize it. The reactants are: [F:1][C:2]1[CH:7]=[CH:6][CH:5]=[C:4]([F:8])[C:3]=1[N:9]1[C:14]2[N:15]=[C:16](S(C)(=O)=O)[N:17]=[C:18]([C:19]3[CH:20]=[C:21]([CH:26]=[CH:27][C:28]=3[CH3:29])[C:22]([NH:24][CH3:25])=[O:23])[C:13]=2[CH2:12][NH:11][C:10]1=[O:34].[CH3:35][N:36]1[CH2:41][CH2:40][CH:39]([NH2:42])[CH2:38][CH2:37]1.